Dataset: Reaction yield outcomes from USPTO patents with 853,638 reactions. Task: Predict the reaction yield, written as a fraction of the theoretical maximum amount of product (1.0 means a 100% yield; for example, 0.34 means a 34% yield). The reactants are [CH:1]1[CH:6]=[C:5]2[C:7]([NH:9][C:10]([NH:12][C:4]2=[CH:3][CH:2]=1)=O)=[O:8].C(Cl)(Cl)(Cl)Cl.CCN(C(C)C)C(C)C.P([O-])(OCC1C=CC=CC=1)OCC1C=CC=CC=1. The catalyst is CC#N.CN(C1C=CN=CC=1)C. The product is [CH:1]1[CH:2]=[CH:3][C:4]2[N:12]=[CH:10][NH:9][C:7](=[O:8])[C:5]=2[CH:6]=1. The yield is 0.470.